This data is from Full USPTO retrosynthesis dataset with 1.9M reactions from patents (1976-2016). The task is: Predict the reactants needed to synthesize the given product. (1) The reactants are: NC1N=C(OCC)C2N=C(C3C=C(NS(C(C)C)(=O)=O)C=CC=3)C=CC=2N=1.[CH2:28]([S:30](Cl)(=[O:32])=[O:31])[CH3:29].[NH2:34][C:35]1[CH:40]=[CH:39][C:38]([C:41]2[CH:42]=[CH:43][C:44]3[N:45]=[C:46]([NH2:54])[N:47]=[C:48]([O:51][CH2:52][CH3:53])[C:49]=3[N:50]=2)=[CH:37][CH:36]=1. Given the product [NH2:54][C:46]1[N:47]=[C:48]([O:51][CH2:52][CH3:53])[C:49]2[N:50]=[C:41]([C:38]3[CH:37]=[CH:36][C:35]([NH:34][S:30]([CH2:28][CH3:29])(=[O:32])=[O:31])=[CH:40][CH:39]=3)[CH:42]=[CH:43][C:44]=2[N:45]=1, predict the reactants needed to synthesize it. (2) The reactants are: Br[C:2]1[C:3](=O)[CH2:4][C:5]2([CH2:20][CH2:21][CH2:22][CH3:23])[CH2:14][CH2:13][C:12]3[C:7](=[CH:8][CH:9]=[C:10]([O:16][CH2:17][O:18][CH3:19])[C:11]=3Br)[C:6]=12.[Cl-].[Li+].[C:27]1(P(C2C=CC=CC=2)C2C=CC=CC=2)C=CC=CC=1.C[Sn](C)(C)C.CN(C)[CH:53]=[O:54]. Given the product [CH2:14]([C:5]12[CH2:4][C:53](=[O:54])[C:2]([CH3:3])=[C:6]1[C:7]1[C:22]([CH2:21][CH2:20]2)=[C:23]([CH3:27])[C:10]([O:16][CH2:17][O:18][CH3:19])=[CH:9][CH:8]=1)[CH2:13][CH2:12][CH3:11], predict the reactants needed to synthesize it. (3) Given the product [NH3:2].[CH3:1][N:2]1[CH2:6][CH2:5][CH2:4][C@H:3]1[CH2:7][N:8]1[C:16]2[C:11](=[CH:12][C:13]([NH:17][C:21]([C:23]3[S:24][CH:25]=[CH:26][CH:27]=3)=[NH:22])=[CH:14][CH:15]=2)[CH:10]=[CH:9]1, predict the reactants needed to synthesize it. The reactants are: [CH3:1][N:2]1[CH2:6][CH2:5][CH2:4][C@H:3]1[CH2:7][N:8]1[C:16]2[C:11](=[CH:12][C:13]([NH2:17])=[CH:14][CH:15]=2)[CH:10]=[CH:9]1.I.CS[C:21]([C:23]1[S:24][CH:25]=[CH:26][CH:27]=1)=[NH:22]. (4) Given the product [N:1]1[CH:6]=[CH:5][CH:4]=[C:3]([CH:7]=[N:39][C:13]([O:12][Si:19]([CH3:26])([CH3:25])[CH3:18])=[CH2:14])[CH:2]=1, predict the reactants needed to synthesize it. The reactants are: [N:1]1[CH:6]=[CH:5][CH:4]=[C:3]([CH:7]=O)[CH:2]=1.ClC1C=[C:12](C=CC=1)[CH:13]=[O:14].[CH3:18][Si:19]([CH3:26])([CH3:25])N[Si:19]([CH3:26])([CH3:25])[CH3:18].C([Li])CCC.C[Si](Cl)(C)C.C([N:39](CC)CC)C.C(Cl)(=O)C. (5) Given the product [Br:6][C:7]1[CH:23]=[CH:22][C:10]2[NH:11][C:12](=[O:21])[CH2:13][C:14]3[CH:17]=[N:37][C:35]([NH:34][C:28]4[CH:29]=[CH:30][C:31]([O:32][CH3:33])=[C:26]([O:25][CH3:24])[CH:27]=4)=[N:36][C:15]=3[C:9]=2[CH:8]=1, predict the reactants needed to synthesize it. The reactants are: C([O-])(O)=O.[Na+].[Br:6][C:7]1[CH:23]=[CH:22][C:10]2[NH:11][C:12](=[O:21])[CH2:13][C:14](=[CH:17]N(C)C)[C:15](=O)[C:9]=2[CH:8]=1.[CH3:24][O:25][C:26]1[CH:27]=[C:28]([NH:34][C:35]([NH2:37])=[NH:36])[CH:29]=[CH:30][C:31]=1[O:32][CH3:33]. (6) Given the product [NH2:91][C@H:92]([CH3:93])[C:57]([NH:59][C@@H:60]([CH2:61][C:62]1[CH:63]=[CH:64][CH:65]=[C:66]([C:68](=[O:69])[NH2:70])[CH:67]=1)[C:26]([N:28]1[CH2:32][C@@H:31]([C:33]2[CH:34]=[CH:35][CH:36]=[CH:37][CH:38]=2)[CH2:30][C@H:29]1[C:39]([NH:10][C@H:1]1[C:9]2[C:4](=[CH:5][CH:6]=[CH:7][CH:8]=2)[CH2:3][CH2:2]1)=[O:41])=[O:27])=[O:58], predict the reactants needed to synthesize it. The reactants are: [C@H:1]1([NH2:10])[C:9]2[C:4](=[CH:5][CH:6]=[CH:7][CH:8]=2)[CH2:3][CH2:2]1.C1C2C(CO[C:26]([N:28]3[CH2:32][C@@H:31]([C:33]4[CH:38]=[CH:37][CH:36]=[CH:35][CH:34]=4)[CH2:30][C@H:29]3[C:39]([OH:41])=O)=[O:27])C3C(=CC=CC=3)C=2C=CC=1.C1C=C2C(CO[C:57]([NH:59][C@H:60](C(O)=O)[CH2:61][C:62]3[CH:67]=[C:66]([C:68]([NH2:70])=[O:69])[CH:65]=[CH:64][CH:63]=3)=[O:58])C3C(C2=CC=1)=CC=CC=3.C1C2C(COC([NH:91][C@@H:92](C)[C:93](O)=O)=O)C3C(=CC=CC=3)C=2C=CC=1. (7) Given the product [Br:1][C:2]1[N:6]([CH3:7])[N:5]=[CH:4][C:3]=1[C:8]1[N:24]=[N:25][NH:26][N:9]=1, predict the reactants needed to synthesize it. The reactants are: [Br:1][C:2]1[N:6]([CH3:7])[N:5]=[CH:4][C:3]=1[C:8]#[N:9].C([Sn](Cl)(CCCC)CCCC)CCC.[N-:24]=[N+:25]=[N-:26].[Na+].Cl.